Task: Predict the product of the given reaction.. Dataset: Forward reaction prediction with 1.9M reactions from USPTO patents (1976-2016) (1) The product is: [Br:1][C:2]1[CH:11]=[CH:10][C:9]2[O:8][C:7](=[O:12])[CH:6]=[C:5]([O:13][CH2:11][CH2:2][CH2:3][O:17][CH:14]3[CH2:9][CH2:4][CH2:5][CH2:29][O:30]3)[C:4]=2[CH:3]=1. Given the reactants [Br:1][C:2]1[CH:3]=[C:4]2[C:9](=[CH:10][CH:11]=1)[O:8][C:7](=[O:12])[CH:6]=[C:5]2[OH:13].[C:14]([O-:17])([O-])=O.[K+].[K+].C([O-])([O-])=O.[Cs+].[Cs+].CN([CH:29]=[O:30])C, predict the reaction product. (2) Given the reactants [C:1]1([C:7]([C:27]2[CH:32]=[CH:31][CH:30]=[CH:29][CH:28]=2)=[CH:8][CH2:9][N:10]2[CH2:15][CH2:14][N:13]([C:16]3[CH:26]=[CH:25][C:19]([C:20]([O:22]CC)=[O:21])=[CH:18][CH:17]=3)[CH2:12][CH2:11]2)[CH:6]=[CH:5][CH:4]=[CH:3][CH:2]=1.O.[OH-].[Li+].Cl, predict the reaction product. The product is: [C:27]1([C:7]([C:1]2[CH:6]=[CH:5][CH:4]=[CH:3][CH:2]=2)=[CH:8][CH2:9][N:10]2[CH2:11][CH2:12][N:13]([C:16]3[CH:17]=[CH:18][C:19]([C:20]([OH:22])=[O:21])=[CH:25][CH:26]=3)[CH2:14][CH2:15]2)[CH:28]=[CH:29][CH:30]=[CH:31][CH:32]=1. (3) The product is: [Cl:1][C:2]1[CH:7]=[CH:6][C:5]([NH:8][CH2:9][C:10]2[CH:11]=[N:12][CH:13]=[CH:14][CH:15]=2)=[CH:4][C:3]=1[C:16]1[CH:21]=[CH:20][N:19]=[C:18]2[NH:22][C:23]([C:25]3[CH2:26][NH:27][CH2:28][CH:29]=3)=[CH:24][C:17]=12. Given the reactants [Cl:1][C:2]1[CH:7]=[CH:6][C:5]([NH:8][CH2:9][C:10]2[CH:11]=[N:12][CH:13]=[CH:14][CH:15]=2)=[CH:4][C:3]=1[C:16]1[CH:21]=[CH:20][N:19]=[C:18]2[NH:22][C:23]([C:25]3[CH2:26][N:27](C(OC(C)(C)C)=O)[CH2:28][CH:29]=3)=[CH:24][C:17]=12.FC(F)(F)C(O)=O, predict the reaction product.